This data is from NCI-60 drug combinations with 297,098 pairs across 59 cell lines. The task is: Regression. Given two drug SMILES strings and cell line genomic features, predict the synergy score measuring deviation from expected non-interaction effect. Drug 1: CCC1=C2CN3C(=CC4=C(C3=O)COC(=O)C4(CC)O)C2=NC5=C1C=C(C=C5)O. Drug 2: CCN(CC)CCNC(=O)C1=C(NC(=C1C)C=C2C3=C(C=CC(=C3)F)NC2=O)C. Cell line: KM12. Synergy scores: CSS=35.4, Synergy_ZIP=-12.8, Synergy_Bliss=-8.06, Synergy_Loewe=-10.3, Synergy_HSA=-3.86.